Dataset: Peptide-MHC class II binding affinity with 134,281 pairs from IEDB. Task: Regression. Given a peptide amino acid sequence and an MHC pseudo amino acid sequence, predict their binding affinity value. This is MHC class II binding data. (1) The peptide sequence is KNVLKVGRLSAEELM. The MHC is DRB1_0404 with pseudo-sequence DRB1_0404. The binding affinity (normalized) is 0.522. (2) The peptide sequence is GSTYYADSVKGRFTI. The MHC is DRB1_1501 with pseudo-sequence DRB1_1501. The binding affinity (normalized) is 0.101. (3) The peptide sequence is GELQIVDDIDAAFKI. The MHC is DRB1_0701 with pseudo-sequence DRB1_0701. The binding affinity (normalized) is 0.457. (4) The peptide sequence is KKSRMSMAMGTMAGCGY. The MHC is HLA-DQA10201-DQB10301 with pseudo-sequence HLA-DQA10201-DQB10301. The binding affinity (normalized) is 0.689. (5) The MHC is DRB1_0401 with pseudo-sequence DRB1_0401. The binding affinity (normalized) is 0.563. The peptide sequence is GELQIQDKIDAAFKI. (6) The MHC is DRB1_1101 with pseudo-sequence DRB1_1101. The binding affinity (normalized) is 0.616. The peptide sequence is GELQIVDKIDAAFKL. (7) The peptide sequence is PSELQMSWLPLCVRL. The MHC is DRB1_0404 with pseudo-sequence DRB1_0404. The binding affinity (normalized) is 0.723. (8) The peptide sequence is EHKYFAATQFEPLAA. The MHC is DRB1_0701 with pseudo-sequence DRB1_0701. The binding affinity (normalized) is 0.643.